This data is from Reaction yield outcomes from USPTO patents with 853,638 reactions. The task is: Predict the reaction yield, written as a fraction of the theoretical maximum amount of product (1.0 means a 100% yield; for example, 0.34 means a 34% yield). (1) The reactants are [OH:1][C:2]1[C:7](=[O:8])[CH:6]=[CH:5][N:4]([CH3:9])[C:3]=1[CH3:10].[C:11]1([S:17](Cl)(=[O:19])=[O:18])[CH:16]=[CH:15][CH:14]=[CH:13][CH:12]=1. The catalyst is N1C=CC=CC=1. The product is [C:11]1([S:17]([O:1][C:2]2[C:7](=[O:8])[CH:6]=[CH:5][N:4]([CH3:9])[C:3]=2[CH3:10])(=[O:19])=[O:18])[CH:16]=[CH:15][CH:14]=[CH:13][CH:12]=1. The yield is 0.430. (2) The reactants are [Cl:1][C:2]1[CH:3]=[C:4]2[C:9](=[CH:10][CH:11]=1)[CH:8]=[C:7]([S:12](Cl)(=O)=O)[CH:6]=[CH:5]2.[H-].[H-].[H-].[H-].[Li+].[Al+3].C(OCC)(=O)C.Cl. The catalyst is C1COCC1. The product is [Cl:1][C:2]1[CH:3]=[C:4]2[C:9](=[CH:10][CH:11]=1)[CH:8]=[C:7]([SH:12])[CH:6]=[CH:5]2. The yield is 0.880.